From a dataset of Full USPTO retrosynthesis dataset with 1.9M reactions from patents (1976-2016). Predict the reactants needed to synthesize the given product. (1) The reactants are: Cl.[CH2:2]([NH2:11])[C:3]([C:5]1[CH:10]=[CH:9][CH:8]=[CH:7][CH:6]=1)=O.[CH3:12][S:13]([CH2:16][C:17](=O)[CH3:18])(=[O:15])=[O:14].C([O-])(=O)C.[Na+]. Given the product [CH3:12][S:13]([C:16]1[C:3]([C:5]2[CH:10]=[CH:9][CH:8]=[CH:7][CH:6]=2)=[CH:2][NH:11][C:17]=1[CH3:18])(=[O:15])=[O:14], predict the reactants needed to synthesize it. (2) Given the product [F:24][C:23]([F:25])([F:26])[C:22]([NH:21][CH2:20][CH2:19][CH:18]([OH:28])[C:14]1[CH:15]=[CH:16][CH:17]=[C:12](/[CH:2]=[CH:1]/[C:3]([OH:10])([CH2:7][CH2:8][CH3:9])[CH2:4][CH2:5][CH3:6])[CH:13]=1)=[O:27], predict the reactants needed to synthesize it. The reactants are: [CH:1]([C:3]([OH:10])([CH2:7][CH2:8][CH3:9])[CH2:4][CH2:5][CH3:6])=[CH2:2].Br[C:12]1[CH:13]=[C:14]([CH:18]([OH:28])[CH2:19][CH2:20][NH:21][C:22](=[O:27])[C:23]([F:26])([F:25])[F:24])[CH:15]=[CH:16][CH:17]=1. (3) Given the product [CH2:1]([O:3][C:4]([C:6]1[S:7][C:8]([S:20][CH3:21])=[C:9]([C:18]#[N:19])[C:10]=1[C:11]1[CH:16]=[CH:15][C:14]([NH:17][C:29](=[O:31])[CH3:30])=[CH:13][CH:12]=1)=[O:5])[CH3:2], predict the reactants needed to synthesize it. The reactants are: [CH2:1]([O:3][C:4]([C:6]1[S:7][C:8]([S:20][CH3:21])=[C:9]([C:18]#[N:19])[C:10]=1[C:11]1[CH:16]=[CH:15][C:14]([NH2:17])=[CH:13][CH:12]=1)=[O:5])[CH3:2].C(N(CC)CC)C.[C:29](Cl)(=[O:31])[CH3:30].[NH4+].[Cl-].